This data is from Reaction yield outcomes from USPTO patents with 853,638 reactions. The task is: Predict the reaction yield, written as a fraction of the theoretical maximum amount of product (1.0 means a 100% yield; for example, 0.34 means a 34% yield). The reactants are [O:1]=[C:2]1[CH2:6][CH2:5][CH2:4][N:3]1[CH2:7][CH2:8][C:9]([OH:11])=O.S(Cl)(Cl)=O.O=C1CCCN1CCC(Cl)=O.[O:27]1[CH2:32][CH2:31][C:30](=[O:33])[CH2:29][CH2:28]1. No catalyst specified. The product is [O:11]=[C:9]([CH:29]1[C:30](=[O:33])[CH2:31][CH2:32][O:27][CH2:28]1)[CH2:8][CH2:7][N:3]1[CH2:4][CH2:5][CH2:6][C:2]1=[O:1]. The yield is 0.150.